This data is from Catalyst prediction with 721,799 reactions and 888 catalyst types from USPTO. The task is: Predict which catalyst facilitates the given reaction. (1) Reactant: C[O:2][C:3]([C:5]1[C:9]([NH:10][C:11](=[O:20])[C:12]2[C:17]([Cl:18])=[CH:16][CH:15]=[CH:14][C:13]=2[Cl:19])=[CH:8][NH:7][N:6]=1)=[O:4].[OH-].[Na+]. Product: [Cl:18][C:17]1[CH:16]=[CH:15][CH:14]=[C:13]([Cl:19])[C:12]=1[C:11]([NH:10][C:9]1[C:5]([C:3]([OH:4])=[O:2])=[N:6][NH:7][CH:8]=1)=[O:20]. The catalyst class is: 12. (2) Reactant: [NH2:1][C:2]1[N:7]=[C:6]([C:8]2[O:9][CH:10]=[CH:11][CH:12]=2)[C:5]([C:13]#[N:14])=[C:4]([S:15]C)[N:3]=1.O.Cl. Product: [NH2:1][C:2]1[NH:3][C:4](=[S:15])[C:5]([C:13]#[N:14])=[C:6]([C:8]2[O:9][CH:10]=[CH:11][CH:12]=2)[N:7]=1. The catalyst class is: 8. (3) Product: [CH2:24]([N:21]1[CH2:22][CH2:23][N:18]([CH2:17][C:9]2[NH:8][C:16]3[CH:15]=[CH:14][N:13]=[CH:12][C:11]=3[CH:10]=2)[C:19](=[O:27])[CH2:20]1)[C:25]#[CH:26]. The catalyst class is: 2. Reactant: C(OC([N:8]1[C:16]2[CH:15]=[CH:14][N:13]=[CH:12][C:11]=2[CH:10]=[C:9]1[CH2:17][N:18]1[CH2:23][CH2:22][N:21]([CH2:24][C:25]#[CH:26])[CH2:20][C:19]1=[O:27])=O)(C)(C)C.C(O)(C(F)(F)F)=O. (4) Reactant: [Br:1][C:2]1[CH:16]=[CH:15][CH:14]=[CH:13][C:3]=1[CH2:4][CH2:5][S:6][CH:7](Cl)[C:8]([O:10][CH3:11])=[O:9].[Cl-].[Cl-].[Cl-].[Al+3]. Product: [CH3:11][O:10][C:8]([CH:7]1[C:13]2[C:3](=[C:2]([Br:1])[CH:16]=[CH:15][CH:14]=2)[CH2:4][CH2:5][S:6]1)=[O:9]. The catalyst class is: 2. (5) Reactant: Cl[C:2]1[CH:7]=[CH:6][CH:5]=[CH:4][CH:3]=1.[NH2:8][C:9]1[CH:14]=[CH:13][CH:12]=[CH:11][CH:10]=1.CC([O-])(C)C.[Na+]. Product: [C:2]1([NH:8][C:9]2[CH:14]=[CH:13][CH:12]=[CH:11][CH:10]=2)[CH:7]=[CH:6][CH:5]=[CH:4][CH:3]=1. The catalyst class is: 101.